This data is from Full USPTO retrosynthesis dataset with 1.9M reactions from patents (1976-2016). The task is: Predict the reactants needed to synthesize the given product. (1) Given the product [C:6]([C@H:8]1[CH2:12][CH2:11][CH2:10][N:9]1[C:13](=[O:42])[CH2:14][O:15][C:16]1[C:17]([F:41])=[C:18]([F:40])[C:19]([O:24][CH2:25][C:26]([N:28]2[CH2:32][CH2:31][CH2:30][C@@H:29]2[C:33]([OH:35])=[O:34])=[O:27])=[C:20]([F:23])[C:21]=1[F:22])([OH:7])=[O:5], predict the reactants needed to synthesize it. The reactants are: C([O:5][C:6]([C@H:8]1[CH2:12][CH2:11][CH2:10][N:9]1[C:13](=[O:42])[CH2:14][O:15][C:16]1[C:21]([F:22])=[C:20]([F:23])[C:19]([O:24][CH2:25][C:26]([N:28]2[CH2:32][CH2:31][CH2:30][C@@H:29]2[C:33]([O:35]C(C)(C)C)=[O:34])=[O:27])=[C:18]([F:40])[C:17]=1[F:41])=[O:7])(C)(C)C. (2) Given the product [C:1]([O:5][C:6](=[O:50])[N:7]([CH:9]1[CH2:10][CH2:11][CH:12]([N:15]([C:36]([C:38]2[S:42][C:41]3[C:43]([F:48])=[CH:44][CH:45]=[C:46]([F:47])[C:40]=3[C:39]=2[Cl:49])=[O:37])[CH2:16][C:17]2[CH:18]=[C:19]([C:25]3[CH:26]=[CH:27][C:28]([N:31]([S:32]([CH3:35])(=[O:33])=[O:34])[CH3:54])=[CH:29][CH:30]=3)[CH:20]=[CH:21][C:22]=2[O:23][CH3:24])[CH2:13][CH2:14]1)[CH3:8])([CH3:4])([CH3:2])[CH3:3], predict the reactants needed to synthesize it. The reactants are: [C:1]([O:5][C:6](=[O:50])[N:7]([CH:9]1[CH2:14][CH2:13][CH:12]([N:15]([C:36]([C:38]2[S:42][C:41]3[C:43]([F:48])=[CH:44][CH:45]=[C:46]([F:47])[C:40]=3[C:39]=2[Cl:49])=[O:37])[CH2:16][C:17]2[CH:18]=[C:19]([C:25]3[CH:30]=[CH:29][C:28]([NH:31][S:32]([CH3:35])(=[O:34])=[O:33])=[CH:27][CH:26]=3)[CH:20]=[CH:21][C:22]=2[O:23][CH3:24])[CH2:11][CH2:10]1)[CH3:8])([CH3:4])([CH3:3])[CH3:2].[H-].[Na+].I[CH3:54]. (3) The reactants are: [C:1]1(=[O:8])[NH:7][CH2:6][CH2:5][CH2:4][CH2:3][CH2:2]1.[N+:9]([O-:12])([OH:11])=[O:10]. Given the product [N+:9]([O-:12])([OH:11])=[O:10].[C:1]1(=[O:8])[NH:7][CH2:6][CH2:5][CH2:4][CH2:3][CH2:2]1, predict the reactants needed to synthesize it. (4) Given the product [Cl:19][C:20]1[C:21]([N:30]2[CH2:31][CH:32]([NH:34][C:2]3[C:3](=[O:18])[N:4]([CH:15]([CH3:17])[CH3:16])[S:5](=[O:14])(=[O:13])[C:6]=3[C:7]3[CH:12]=[CH:11][CH:10]=[CH:9][CH:8]=3)[CH2:33]2)=[N:22][CH:23]=[C:24]([C:26]([F:28])([F:29])[F:27])[CH:25]=1, predict the reactants needed to synthesize it. The reactants are: Cl[C:2]1[C:3](=[O:18])[N:4]([CH:15]([CH3:17])[CH3:16])[S:5](=[O:14])(=[O:13])[C:6]=1[C:7]1[CH:12]=[CH:11][CH:10]=[CH:9][CH:8]=1.[Cl:19][C:20]1[C:21]([N:30]2[CH2:33][CH:32]([NH2:34])[CH2:31]2)=[N:22][CH:23]=[C:24]([C:26]([F:29])([F:28])[F:27])[CH:25]=1.